Dataset: Reaction yield outcomes from USPTO patents with 853,638 reactions. Task: Predict the reaction yield, written as a fraction of the theoretical maximum amount of product (1.0 means a 100% yield; for example, 0.34 means a 34% yield). (1) The reactants are [H-].[H-].[H-].[H-].[Li+].[Al+3].[Al+3].[Cl-].[Cl-].[Cl-].C[O:12][C:13](=O)[CH2:14][CH2:15][C:16]1[CH:25]=[CH:24][CH:23]=[CH:22][C:17]=1[C:18](OC)=[O:19].[OH-].[Na+]. The catalyst is CCOCC. The product is [OH:19][CH2:18][C:17]1[CH:22]=[CH:23][CH:24]=[CH:25][C:16]=1[CH2:15][CH2:14][CH2:13][OH:12]. The yield is 0.980. (2) The reactants are I[C:2]1[CH:3]=[C:4]([CH:10]=[CH:11][CH:12]=1)[C:5]([O:7][CH2:8][CH3:9])=[O:6].[C:13]1(B(O)O)[CH:18]=[CH:17][CH:16]=[CH:15][CH:14]=1.C(=O)([O-])[O-].[Na+].[Na+].C(OCC)(=O)C.C[N:35](C=O)C. The catalyst is C([O-])(=O)C.[Pd+2].C([O-])(=O)C. The product is [NH2:35][C:13]1[CH:14]=[C:15]([C:2]2[CH:12]=[CH:11][CH:10]=[C:4]([C:5]([O:7][CH2:8][CH3:9])=[O:6])[CH:3]=2)[CH:16]=[CH:17][CH:18]=1. The yield is 0.550. (3) The reactants are [CH2:1]1[C:4]2([CH2:7][N:6]([CH2:8][C:9]3[CH:14]=[CH:13][C:12]([OH:15])=[CH:11][CH:10]=3)[CH2:5]2)[CH2:3][O:2]1.C([O-])([O-])=O.[Cs+].[Cs+].CS(O[CH:27]1[CH2:30][N:29]([C:31]([O:33][C:34]([CH3:37])([CH3:36])[CH3:35])=[O:32])[CH2:28]1)(=O)=O. The catalyst is CN(C=O)C. The product is [CH2:3]1[C:4]2([CH2:7][N:6]([CH2:8][C:9]3[CH:14]=[CH:13][C:12]([O:15][CH:27]4[CH2:28][N:29]([C:31]([O:33][C:34]([CH3:37])([CH3:36])[CH3:35])=[O:32])[CH2:30]4)=[CH:11][CH:10]=3)[CH2:5]2)[CH2:1][O:2]1. The yield is 0.740. (4) The reactants are Br[C:2]1[CH:7]=[CH:6][C:5]2[C:8]3([CH2:23][O:24][C:4]=2[CH:3]=1)[C:16]1[C:11](=[CH:12][CH:13]=[CH:14][CH:15]=1)[N:10]([CH2:17][CH2:18][CH2:19][CH2:20][CH3:21])[C:9]3=[O:22].[NH2:25][C:26]1[CH:31]=[CH:30][CH:29]=[CH:28][CH:27]=1.CC1(C)C2C(=C(P(C3C=CC=CC=3)C3C=CC=CC=3)C=CC=2)OC2C(P(C3C=CC=CC=3)C3C=CC=CC=3)=CC=CC1=2. The catalyst is C1(C)C=CC=CC=1.C1C=CC(/C=C/C(/C=C/C2C=CC=CC=2)=O)=CC=1.C1C=CC(/C=C/C(/C=C/C2C=CC=CC=2)=O)=CC=1.C1C=CC(/C=C/C(/C=C/C2C=CC=CC=2)=O)=CC=1.[Pd].[Pd]. The product is [NH:25]([C:2]1[CH:7]=[CH:6][C:5]2[C:8]3([CH2:23][O:24][C:4]=2[CH:3]=1)[C:16]1[C:11](=[CH:12][CH:13]=[CH:14][CH:15]=1)[N:10]([CH2:17][CH2:18][CH2:19][CH2:20][CH3:21])[C:9]3=[O:22])[C:26]1[CH:31]=[CH:30][CH:29]=[CH:28][CH:27]=1. The yield is 0.620. (5) The reactants are [Cl:1][C:2]1[CH:7]=[CH:6][C:5]([N:8]2[CH2:13][NH:12][CH2:11][N:10]([C:14](=[O:23])[C:15]3[C:20]([F:21])=[CH:19][CH:18]=[CH:17][C:16]=3[F:22])[C:9]2=[O:24])=[CH:4][CH:3]=1.C(N(CC)CC)C.[C:32](Cl)(=[O:34])[CH3:33]. The catalyst is CN(C1C=CN=CC=1)C.C1COCC1. The product is [C:32]([N:12]1[CH2:13][N:8]([C:5]2[CH:6]=[CH:7][C:2]([Cl:1])=[CH:3][CH:4]=2)[C:9](=[O:24])[N:10]([C:14](=[O:23])[C:15]2[C:20]([F:21])=[CH:19][CH:18]=[CH:17][C:16]=2[F:22])[CH2:11]1)(=[O:34])[CH3:33]. The yield is 0.640.